From a dataset of Catalyst prediction with 721,799 reactions and 888 catalyst types from USPTO. Predict which catalyst facilitates the given reaction. (1) Reactant: [CH2:1]([O:3][C:4]([C:6]1[C:18]([CH2:19][CH2:20][C:21]2[CH:26]=[CH:25][C:24]([F:27])=[CH:23][CH:22]=2)=[N:17][C:9]2[C@H:10]3[N:14]([C:15](=[O:16])[C:8]=2[C:7]=1[C:28]1[S:32][CH:31]=[C:30]([C:33](O)=[O:34])[CH:29]=1)[CH2:13][CH2:12][CH2:11]3)=[O:5])[CH3:2].[NH2:36][CH:37]1[C:45]2[C:40](=[CH:41][CH:42]=[CH:43][CH:44]=2)[CH2:39][CH2:38]1.CCN=C=NCCCN(C)C.C1C=CC2N(O)N=NC=2C=1.Cl. Product: [CH:37]1([NH:36][C:33]([C:30]2[CH:29]=[C:28]([C:7]3[C:8]4[C:15](=[O:16])[N:14]5[C@H:10]([C:9]=4[N:17]=[C:18]([CH2:19][CH2:20][C:21]4[CH:26]=[CH:25][C:24]([F:27])=[CH:23][CH:22]=4)[C:6]=3[C:4]([O:3][CH2:1][CH3:2])=[O:5])[CH2:11][CH2:12][CH2:13]5)[S:32][CH:31]=2)=[O:34])[C:45]2[C:40](=[CH:41][CH:42]=[CH:43][CH:44]=2)[CH2:39][CH2:38]1. The catalyst class is: 2. (2) Reactant: C([O:8][N:9]=[C:10]1[C:18]2([CH2:23][CH2:22][CH2:21][CH2:20][CH2:19]2)[C:17]2[C:12](=[CH:13][CH:14]=[CH:15][CH:16]=2)[NH:11]1)C1C=CC=CC=1.C(ON=C1C2(CCCCC2)C2C(=CC=C(Br)C=2)N1)C1C=CC=CC=1.[CH3:48][O:49][C:50]1[CH:51]=[C:52](B(O)O)[CH:53]=[CH:54][CH:55]=1.CCCCCC. Product: [CH3:48][O:49][C:50]1[CH:51]=[C:52]([C:15]2[CH:16]=[C:17]3[C:12](=[CH:13][CH:14]=2)[NH:11][C:10](=[N:9][OH:8])[C:18]23[CH2:23][CH2:22][CH2:21][CH2:20][CH2:19]2)[CH:53]=[CH:54][CH:55]=1. The catalyst class is: 13. (3) Reactant: [CH2:1]([NH:8][C:9]1[CH:13]=[C:12]([C:14]2[CH:19]=[CH:18][N:17]=[CH:16][CH:15]=2)[S:11][C:10]=1[C:20]([OH:22])=O)[C:2]1[CH:7]=[CH:6][CH:5]=[CH:4][CH:3]=1.[Cl-].[NH4+].C([N:27](CC)CC)C.ON1C2C=CC=CC=2N=N1.Cl.C(N=C=NCCCN(C)C)C.C(=O)([O-])O.[Na+]. Product: [CH2:1]([NH:8][C:9]1[CH:13]=[C:12]([C:14]2[CH:19]=[CH:18][N:17]=[CH:16][CH:15]=2)[S:11][C:10]=1[C:20]([NH2:27])=[O:22])[C:2]1[CH:7]=[CH:6][CH:5]=[CH:4][CH:3]=1. The catalyst class is: 136. (4) Reactant: Cl.C([N:9]([C@@H:13]1[C@@:20]2([CH3:24])[C:21]([CH3:23])([CH3:22])[C@H:17]([CH2:18][CH2:19]2)[CH2:16][N:15]2[C:25](=[O:41])[C:26]([OH:40])=[C:27]([C:29](=[O:39])[NH:30][CH2:31][C:32]3[CH:37]=[CH:36][C:35]([F:38])=[CH:34][CH:33]=3)[N:28]=[C:14]12)C(=O)O)C1C=CC=CC=1.[CH3:42][N:43]([CH3:49])[C:44](=[O:48])[C:45]([OH:47])=O.F[P-](F)(F)(F)(F)F.N1(OC(N(C)C)=[N+](C)C)C2N=CC=CC=2N=N1.C(N(C(C)C)CC)(C)C. Product: [F:38][C:35]1[CH:34]=[CH:33][C:32]([CH2:31][NH:30][C:29]([C:27]2[N:28]=[C:14]3[C@H:13]([NH:9][C:45](=[O:47])[C:44]([N:43]([CH3:49])[CH3:42])=[O:48])[C@@:20]4([CH3:24])[C:21]([CH3:23])([CH3:22])[C@H:17]([CH2:18][CH2:19]4)[CH2:16][N:15]3[C:25](=[O:41])[C:26]=2[OH:40])=[O:39])=[CH:37][CH:36]=1. The catalyst class is: 3. (5) Reactant: [Br:1][C:2]1[CH:11]=[C:10]2[C:5]([CH:6]=[CH:7][C:8]([C:12]([OH:14])=O)=[N:9]2)=[N:4][CH:3]=1.[NH2:15][C:16]1[CH:17]=[N:18][CH:19]=[CH:20][C:21]=1[N:22]1[CH2:27][C@H:26]([CH3:28])[C@@H:25]([O:29][Si](C(C)(C)C)(C)C)[C@H:24]([NH:37]C(=O)OC(C)(C)C)[CH2:23]1.CCN(C(C)C)C(C)C.CN(C(ON1N=NC2C=CC=NC1=2)=[N+](C)C)C.F[P-](F)(F)(F)(F)F.C(O)(C(F)(F)F)=O. The catalyst class is: 3. Product: [NH2:37][C@H:24]1[C@H:25]([OH:29])[C@@H:26]([CH3:28])[CH2:27][N:22]([C:21]2[CH:20]=[CH:19][N:18]=[CH:17][C:16]=2[NH:15][C:12]([C:8]2[CH:7]=[CH:6][C:5]3[C:10](=[CH:11][C:2]([Br:1])=[CH:3][N:4]=3)[N:9]=2)=[O:14])[CH2:23]1. (6) Reactant: [OH:1][C:2]1[C:3](=O)[CH:4]=[C:5]([O:22]C)[C:6](=[O:21])[C:7]=1[CH2:8][CH2:9][CH2:10][CH2:11][CH2:12][CH2:13][CH2:14][CH2:15][CH2:16][CH2:17][CH2:18][CH2:19][CH3:20].C(=O)(O)[O-].[Na+].Cl.[C:31]([O:35][C:36](=[O:41])[CH2:37][CH2:38][CH2:39][NH2:40])([CH3:34])([CH3:33])[CH3:32]. Product: [OH:21][C:6]1[C:5](=[O:22])[CH:4]=[C:3]([NH:40][CH2:39][CH2:38][CH2:37][C:36]([O:35][C:31]([CH3:34])([CH3:33])[CH3:32])=[O:41])[C:2](=[O:1])[C:7]=1[CH2:8][CH2:9][CH2:10][CH2:11][CH2:12][CH2:13][CH2:14][CH2:15][CH2:16][CH2:17][CH2:18][CH2:19][CH3:20]. The catalyst class is: 40.